This data is from Reaction yield outcomes from USPTO patents with 853,638 reactions. The task is: Predict the reaction yield, written as a fraction of the theoretical maximum amount of product (1.0 means a 100% yield; for example, 0.34 means a 34% yield). (1) The reactants are [OH:1][C:2]1[CH:9]=[CH:8][C:5]([CH:6]=[O:7])=[CH:4][C:3]=1[CH3:10].[OH-].[Na+].[I:13]I. The catalyst is CO. The product is [I:13][C:9]1[CH:8]=[C:5]([CH:4]=[C:3]([CH3:10])[C:2]=1[OH:1])[CH:6]=[O:7]. The yield is 0.810. (2) No catalyst specified. The product is [F:16][C:17]1[CH:22]=[CH:21][C:20]([C@@H:23]([NH:25][C:9](=[O:11])[CH2:8][N:7]2[C:2](=[O:1])[C:3]3[CH:15]=[CH:14][CH:13]=[CH:12][C:4]=3[N:5]=[N:6]2)[CH3:24])=[CH:19][CH:18]=1. The yield is 0.590. The reactants are [O:1]=[C:2]1[N:7]([CH2:8][C:9]([OH:11])=O)[N:6]=[N:5][C:4]2[CH:12]=[CH:13][CH:14]=[CH:15][C:3]1=2.[F:16][C:17]1[CH:22]=[CH:21][C:20]([C@@H:23]([NH2:25])[CH3:24])=[CH:19][CH:18]=1.